This data is from Full USPTO retrosynthesis dataset with 1.9M reactions from patents (1976-2016). The task is: Predict the reactants needed to synthesize the given product. Given the product [C:5]1([C:8]2[CH:13]=[CH:12][CH:11]=[CH:10][CH:9]=2)[CH:4]=[CH:3][C:2]([N:1]2[C:20](=[O:21])[C:19]([CH2:24][CH2:25][C:26]3[CH:31]=[CH:30][CH:29]=[CH:28][CH:27]=3)=[C:18]([C:32]3[CH:37]=[CH:36][CH:35]=[C:34]([F:38])[C:33]=3[O:39][CH3:40])[N:17]=[C:14]2[CH3:15])=[CH:7][CH:6]=1, predict the reactants needed to synthesize it. The reactants are: [NH2:1][C:2]1[CH:7]=[CH:6][C:5]([C:8]2[CH:13]=[CH:12][CH:11]=[CH:10][CH:9]=2)=[CH:4][CH:3]=1.[C:14]([NH:17]/[C:18](/[C:32]1[CH:37]=[CH:36][CH:35]=[C:34]([F:38])[C:33]=1[O:39][CH3:40])=[C:19](/[CH2:24][CH2:25][C:26]1[CH:31]=[CH:30][CH:29]=[CH:28][CH:27]=1)\[C:20](OC)=[O:21])(=O)[CH3:15].